Dataset: Reaction yield outcomes from USPTO patents with 853,638 reactions. Task: Predict the reaction yield, written as a fraction of the theoretical maximum amount of product (1.0 means a 100% yield; for example, 0.34 means a 34% yield). (1) The reactants are [F:1][C:2]([F:15])([F:14])[C:3]1[CH:4]=[C:5]([OH:13])[CH:6]=[C:7]([C:9]([F:12])([F:11])[F:10])[CH:8]=1.Br[CH:17]([CH3:30])[CH2:18][CH2:19][CH2:20][CH2:21][CH2:22][CH2:23][CH2:24][CH2:25][CH2:26][C:27]([OH:29])=[O:28].Cl. The catalyst is [OH-].[Na+]. The product is [F:1][C:2]([F:14])([F:15])[C:3]1[CH:4]=[C:5]([CH:6]=[C:7]([C:9]([F:11])([F:10])[F:12])[CH:8]=1)[O:13][CH:17]([CH3:30])[CH2:18][CH2:19][CH2:20][CH2:21][CH2:22][CH2:23][CH2:24][CH2:25][CH2:26][C:27]([OH:29])=[O:28]. The yield is 0.500. (2) The reactants are [I-].C[S+](C)(C)=O.[CH3:7]C([O-])(C)C.[K+].[CH2:13]([O:20][C:21]1[CH:26]=[CH:25][C:24](/[CH:27]=[CH:28]/[N+:29]([O-:31])=[O:30])=[CH:23][CH:22]=1)[C:14]1[CH:19]=[CH:18][CH:17]=[CH:16][CH:15]=1.O. The catalyst is CS(C)=O. The product is [CH2:13]([O:20][C:21]1[CH:26]=[CH:25][C:24]([C@H:27]2[CH2:7][C@@H:28]2[N+:29]([O-:31])=[O:30])=[CH:23][CH:22]=1)[C:14]1[CH:15]=[CH:16][CH:17]=[CH:18][CH:19]=1. The yield is 0.260. (3) The reactants are [CH3:1][CH2:2][CH2:3][N:4]([C@@H:12]1[CH2:17][C:16]2[CH:18]=[CH:19][CH:20]=[C:21]([OH:22])[C:15]=2[CH2:14][CH2:13]1)[CH2:5][CH2:6][C:7]1[S:11][CH:10]=[CH:9][CH:8]=1.Cl.N. The catalyst is O. The product is [CH3:1][CH2:2][CH2:3][N:4]([C@@H:12]1[CH2:17][C:16]2[CH:18]=[CH:19][CH:20]=[C:21]([OH:22])[C:15]=2[CH2:14][CH2:13]1)[CH2:5][CH2:6][C:7]1[S:11][CH:10]=[CH:9][CH:8]=1. The yield is 0.850. (4) The reactants are Br[C:2]1[C:11]2[C:6](=[CH:7][CH:8]=[C:9]([C:12]3[CH:17]=[CH:16][C:15]([F:18])=[CH:14][C:13]=3[F:19])[CH:10]=2)[N:5]=[C:4]([C:20]2[CH:21]=[N:22][CH:23]=[CH:24][CH:25]=2)[N:3]=1.C([Sn](CCCC)(CCCC)[C:31]1[N:32]=[CH:33][S:34][CH:35]=1)CCC. The catalyst is O1CCOCC1.Cl[Pd](Cl)([P](C1C=CC=CC=1)(C1C=CC=CC=1)C1C=CC=CC=1)[P](C1C=CC=CC=1)(C1C=CC=CC=1)C1C=CC=CC=1. The product is [F:19][C:13]1[CH:14]=[C:15]([F:18])[CH:16]=[CH:17][C:12]=1[C:9]1[CH:10]=[C:11]2[C:6](=[CH:7][CH:8]=1)[N:5]=[C:4]([C:20]1[CH:21]=[N:22][CH:23]=[CH:24][CH:25]=1)[N:3]=[C:2]2[C:31]1[N:32]=[CH:33][S:34][CH:35]=1. The yield is 0.720. (5) The reactants are C(O)(=O)[C@@H]([C@H](C(O)=O)O)O.[Cl:11][C:12]1[CH:17]=[CH:16][C:15]([C@H:18]2[N:25]3C(SC(C(N4CCNC(=O)C4)=O)=C3C(C)C)=[N:20][C@:19]2([C:39]2[CH:44]=[CH:43][C:42]([Cl:45])=[CH:41][CH:40]=2)[CH3:38])=[CH:14][CH:13]=1. The catalyst is C(O)C. The product is [Cl:11][C:12]1[CH:17]=[CH:16][C:15]([C@@H:18]([NH2:25])[C@:19]([C:39]2[CH:40]=[CH:41][C:42]([Cl:45])=[CH:43][CH:44]=2)([NH2:20])[CH3:38])=[CH:14][CH:13]=1. The yield is 0.310.